From a dataset of Full USPTO retrosynthesis dataset with 1.9M reactions from patents (1976-2016). Predict the reactants needed to synthesize the given product. Given the product [C:6]([O:5][C:3]([N:10]1[CH2:15][CH2:14][CH:13]([O:16][C:18]2[CH:23]=[CH:22][CH:21]=[C:20]([N+:24]([O-:26])=[O:25])[CH:19]=2)[CH2:12][CH2:11]1)=[O:4])([CH3:9])([CH3:8])[CH3:7], predict the reactants needed to synthesize it. The reactants are: [H-].[Na+].[C:3]([N:10]1[CH2:15][CH2:14][CH:13]([OH:16])[CH2:12][CH2:11]1)([O:5][C:6]([CH3:9])([CH3:8])[CH3:7])=[O:4].F[C:18]1[CH:19]=[C:20]([N+:24]([O-:26])=[O:25])[CH:21]=[CH:22][CH:23]=1.